From a dataset of Experimentally validated miRNA-target interactions with 360,000+ pairs, plus equal number of negative samples. Binary Classification. Given a miRNA mature sequence and a target amino acid sequence, predict their likelihood of interaction. (1) The miRNA is hsa-miR-17-5p with sequence CAAAGUGCUUACAGUGCAGGUAG. The protein sequence of the target gene is MLKLIVPTIMLLPLTWLSKKHMIWINTTTHSLIISIIPLLFFNQINNNLFSCSPTFSSDPLTTPLLMLTTWLLPLTIMASQRHLSSEPLSRKKLYLSMLISLQISLIMTFTATELIMFYIFFETTLIPTLAIITRWGNQPERLNAGTYFLFYTLVGSLPLLIALIYTHNTLGSLNILLLTLTAQELSNSWANNLMWLAYTMAFMVKMPLYGLHLWLPKAHVEAPIAGSMVLAAVLLKLGGYGMMRLTLILNPLTKHMAYPFLVLSLWGMIMTSSICLRQTDLKSLIAYSSISHMALVVTA.... Result: 1 (interaction). (2) The miRNA is mmu-miR-3074-5p with sequence GUUCCUGCUGAACUGAGCCAGU. The protein sequence of the target gene is MECCRRAAPGTPLLVLAFLLLSSRTARSEEDREGLWDAWGPWSECSRTCGGGASYSLRRCLSSKSCEGRNIRYRTCSNVDCPPEAGDFRAQQCSAHNDVKYHGQLYEWLPVSNDPDNPCSLKCQAKGTSLVVELAPKVLDGTRCYTESLDMCISGLCQIVGCDHQLGSTVKEDNCGVCNGDGSTCRLVRGQYKSQLSASKSDDTVVAIPYGSRHIRLVLKGPDHLYLETKTLQGTKGENSLSSTGIFLVDNSTVDFQKLPDKEILRMTGPLTADFIIKIHDLGPADSTVQFIFYQPIIHR.... Result: 1 (interaction). (3) The protein sequence of the target gene is MPSSTSPDQGDDLENCILRFSDLDLKDMSLINPSSSLKAELDGSTKKKYSFAKKKAFALFVKTKEVPTKRSFECKEKLWKCCRQLFTDQTSIHRHVATQHADEIYHQTASILKQLAVTLSTSKSLSSADEKNPLKECLPHSHDVSAWLPDISCFNPDELISGQGSEEGEVLLYYCYHDLEDPQWICAWQTALCQHLHLTGKIRIAAEGINGTVGGSKLATRLYVEVMLSFPLFKDDLCKDDFKTSKGGAHCFPELRVGVFEEIVPMGISPKKISYKKPGIHLSPGEFHKEVEKFLSQANQ.... The miRNA is cel-miR-799 with sequence UGAACCCUGAUAAAGCUAGUGG. Result: 0 (no interaction). (4) The miRNA is hsa-miR-34a-5p with sequence UGGCAGUGUCUUAGCUGGUUGU. The protein sequence of the target gene is MEFKLEAHRIVSISLGKIYNSRVQRGGIKLHKNLLVSLVLRSARQVYLSDPCPGLYLAGPAGTPAPPPQQQPGEPAAGPPAGWGEPPPPAARASWPETEPQPERSSVSDAPRVGDEVPVATVTGVGDVFQGGEADATEAAWSRVEGPRQAAAREAEGTAGGWGVFPEVSRAARRPCGCPLGGEDPPGTPAATPRAACCCAPQPAEDEPPAPPAVCPRKRCAAGVGGGPAGCPAPGSTPLKKPRRNLEQPPSGGEDDDAEEMETGNVANLISIFGSSFSGLLRKSPGGGREEEEGEESGPE.... Result: 1 (interaction). (5) The miRNA is hsa-miR-302a-3p with sequence UAAGUGCUUCCAUGUUUUGGUGA. The protein sequence of the target gene is MGALARALPSILLALLLTSTPEALGANPGLVARITDKGLQYAAQEGLLALQSELLRITLPDFTGDLRIPHVGRGRYEFHSLNIHSCELLHSALRPVPGQGLSLSISDSSIRVQGRWKVRKSFFKLQGSFDVSVKGISISVNLLLGSESSGRPTVTASSCSSDIADVEVDMSGDLGWLLNLFHNQIESKFQKVLESRICEMIQKSVSSDLQPYLQTLPVTTEIDSFADIDYSLVEAPRATAQMLEVMFKGEIFHRNHRSPVTLLAAVMSLPEEHNKMVYFAISDYVFNTASLVYHEEGYLN.... Result: 0 (no interaction). (6) The miRNA is hsa-miR-300 with sequence UAUACAAGGGCAGACUCUCUCU. The protein sequence of the target gene is MRALRRLIQGRILLLTICAAGIGGTFQFGYNLSIINAPTLHIQEFTNETWQARTGEPLPDHLVLLMWSLIVSLYPLGGLFGALLAGPLAITLGRKKSLLVNNIFVVSAAILFGFSRKAGSFEMIMLGRLLVGVNAGVSMNIQPMYLGESAPKELRGAVAMSSAIFTALGIVMGQVVGLRELLGGPQAWPLLLASCLVPGALQLASLPLLPESPRYLLIDCGDTEACLAALRRLRGSGDLAGELEELEEERAACQGCRARRPWELFQHRALRRQVTSLVVLGSAMELCGNDSVYAYASSVF.... Result: 0 (no interaction). (7) The miRNA is mmu-miR-380-5p with sequence AUGGUUGACCAUAGAACAUGCG. The protein sequence of the target gene is MAANSQGNFDGKFEALDLAELTKKQPWWRKLFGQESGPSAEKYSVATQLVIGGVTGWCTGFVFQKVGKLAATAVGGGFFLLQLANHTGYIKVDWQRVEKDMKKAKEQLKIRKNKQIPTEVKSKAEEVVSFVKKNVLVTGGFFGGFLLGMAS. Result: 1 (interaction).